This data is from Forward reaction prediction with 1.9M reactions from USPTO patents (1976-2016). The task is: Predict the product of the given reaction. (1) Given the reactants [OH:1][N:2]1[C:6]2[CH:7]=[CH:8][CH:9]=[CH:10][C:5]=2N=N1.[OH:11]N1C(=O)CCC1=O.C(=O)([O-])OC.C(=O)([O-])OCC(C)C.C(O)(=O)C(C)(C)C.C(O)(=O)CC(C)C, predict the reaction product. The product is: [N+:2]([C:6]1[CH:7]=[CH:8][CH:9]=[CH:10][CH:5]=1)([O-:11])=[O:1]. (2) Given the reactants [Cl:1][C:2]1[CH:7]=[C:6]([Cl:8])[C:5]([O:9][CH3:10])=[CH:4][C:3]=1[NH:11][C:12]1[C:21]2[C:16](=[CH:17][C:18]([C:24]#[C:25][CH2:26][CH2:27]O)=[C:19]([O:22][CH3:23])[CH:20]=2)[N:15]=[CH:14][C:13]=1[C:29]#[N:30].[CH2:31]([N:33](CC)[CH2:34]C)C.CS(Cl)(=O)=O.CNC, predict the reaction product. The product is: [Cl:1][C:2]1[CH:7]=[C:6]([Cl:8])[C:5]([O:9][CH3:10])=[CH:4][C:3]=1[NH:11][C:12]1[C:21]2[C:16](=[CH:17][C:18]([C:24]#[C:25][CH2:26][CH2:27][N:33]([CH3:34])[CH3:31])=[C:19]([O:22][CH3:23])[CH:20]=2)[N:15]=[CH:14][C:13]=1[C:29]#[N:30].